The task is: Predict which catalyst facilitates the given reaction.. This data is from Catalyst prediction with 721,799 reactions and 888 catalyst types from USPTO. (1) Reactant: [CH2:1]([O:8][C:9]([N:11]1[CH2:16][CH2:15][NH:14][CH2:13][CH2:12]1)=[O:10])[C:2]1[CH:7]=[CH:6][CH:5]=[CH:4][CH:3]=1.[C:17]1([N:23]=[C:24]=[S:25])[CH:22]=[CH:21][CH:20]=[CH:19][CH:18]=1. Product: [NH:23]([C:24]([N:14]1[CH2:15][CH2:16][N:11]([C:9]([O:8][CH2:1][C:2]2[CH:7]=[CH:6][CH:5]=[CH:4][CH:3]=2)=[O:10])[CH2:12][CH2:13]1)=[S:25])[C:17]1[CH:22]=[CH:21][CH:20]=[CH:19][CH:18]=1. The catalyst class is: 21. (2) Reactant: [Cl:1][C:2]1[CH:23]=[CH:22][C:5]([CH2:6][C:7]2[CH:8]=[N:9][C:10]3[N:11]([N:14]=[CH:15][C:16]=3[C:17]([O:19]CC)=[O:18])[C:12]=2[CH3:13])=[CH:4][C:3]=1[O:24][C:25]([F:28])([F:27])[F:26].[OH-].[K+].Cl.CCOC(C)=O. Product: [Cl:1][C:2]1[CH:23]=[CH:22][C:5]([CH2:6][C:7]2[CH:8]=[N:9][C:10]3[N:11]([N:14]=[CH:15][C:16]=3[C:17]([OH:19])=[O:18])[C:12]=2[CH3:13])=[CH:4][C:3]=1[O:24][C:25]([F:28])([F:27])[F:26]. The catalyst class is: 14. (3) Reactant: [C:1]([C:3]1[CH:8]=[CH:7][CH:6]=[CH:5][N:4]=1)#[N:2].[Br:9][C:10]1[CH:11]=[C:12]([SH:19])[C:13](=[CH:17][CH:18]=1)[C:14](O)=[O:15]. Product: [Br:9][C:10]1[CH:18]=[CH:17][C:13]2[C:14](=[O:15])[N:2]=[C:1]([C:3]3[CH:8]=[CH:7][CH:6]=[CH:5][N:4]=3)[S:19][C:12]=2[CH:11]=1. The catalyst class is: 17.